This data is from Forward reaction prediction with 1.9M reactions from USPTO patents (1976-2016). The task is: Predict the product of the given reaction. (1) Given the reactants [C@@H:1]1([N:13]2[CH2:18][CH:17]=[C:16]([C:19]3[C:27]4[C:22](=[CH:23][CH:24]=[C:25]([N+:28]#[C-:29])[CH:26]=4)[N:21]([CH2:30][CH:31]4[CH2:33][O:32]4)[CH:20]=3)[CH2:15][CH2:14]2)[C:11]2=[C:12]3[C:7](=[CH:8][CH:9]=[CH:10]2)[CH:6]=[CH:5][CH:4]=[C:3]3[CH2:2]1.[OH-].[NH4+:35], predict the reaction product. The product is: [C@H:1]1([N:13]2[CH2:18][CH:17]=[C:16]([C:19]3[C:27]4[C:22](=[CH:23][CH:24]=[C:25]([N+:28]#[C-:29])[CH:26]=4)[N:21]([CH2:30][CH:31]([OH:32])[CH2:33][NH2:35])[CH:20]=3)[CH2:15][CH2:14]2)[C:11]2=[C:12]3[C:7](=[CH:8][CH:9]=[CH:10]2)[CH:6]=[CH:5][CH:4]=[C:3]3[CH2:2]1. (2) Given the reactants [C:1](Cl)(=[O:8])[C:2]1[CH:7]=[CH:6][CH:5]=[CH:4][CH:3]=1.[Cl:10][C:11]1[CH:12]=[CH:13][C:14]([O:33][CH2:34][C:35]2[CH:40]=[CH:39][C:38]([F:41])=[CH:37][CH:36]=2)=[C:15]([C:17]2[N:18]([C:23]3[CH:24]=[C:25]([S:29]([NH2:32])(=[O:31])=[O:30])[CH:26]=[CH:27][CH:28]=3)[C:19]([CH3:22])=[CH:20][CH:21]=2)[CH:16]=1.C(N(CC)CC)C, predict the reaction product. The product is: [Cl:10][C:11]1[CH:12]=[CH:13][C:14]([O:33][CH2:34][C:35]2[CH:36]=[CH:37][C:38]([F:41])=[CH:39][CH:40]=2)=[C:15]([C:17]2[N:18]([C:23]3[CH:24]=[C:25]([S:29]([NH:32][C:1]([C:2]4[CH:7]=[CH:6][CH:5]=[CH:4][CH:3]=4)=[O:8])(=[O:30])=[O:31])[CH:26]=[CH:27][CH:28]=3)[C:19]([CH3:22])=[CH:20][CH:21]=2)[CH:16]=1. (3) Given the reactants [Si](C=[N+]=[N-])(C)(C)C.C1COCC1.CC#N.CCN(CC)CC.[F:23][C:24]1[CH:32]=[CH:31][CH:30]=[C:29]([I:33])[C:25]=1[C:26](Cl)=O.[CH3:34][CH2:35][O:36][C:37](C)=[O:38], predict the reaction product. The product is: [F:23][C:24]1[CH:32]=[CH:31][CH:30]=[C:29]([I:33])[C:25]=1[CH2:26][C:37]([O:36][CH2:35][CH3:34])=[O:38]. (4) Given the reactants [CH:1]([C:4]1[CH:9]=[CH:8][CH:7]=[CH:6][CH:5]=1)([CH3:3])[CH3:2].[Br:10][CH2:11][C:12](Br)=[O:13].[Al+3].[Cl-].[Cl-].[Cl-], predict the reaction product. The product is: [Br:10][CH2:11][C:12]([C:7]1[CH:8]=[CH:9][C:4]([CH:1]([CH3:3])[CH3:2])=[CH:5][CH:6]=1)=[O:13].